From a dataset of Catalyst prediction with 721,799 reactions and 888 catalyst types from USPTO. Predict which catalyst facilitates the given reaction. (1) Reactant: Cl[C:2]1[C:7]([N+:8]([O-:10])=[O:9])=[CH:6][CH:5]=[CH:4][N:3]=1.[N:11]1[CH:16]=[CH:15][C:14]([C:17]([O:19][CH2:20][CH3:21])=[O:18])=[CH:13][CH:12]=1.C(=O)([O-])[O-].[K+].[K+].O. Product: [N+:8]([C:7]1[C:2]([N:11]2[CH2:16][CH2:15][CH:14]([C:17]([O:19][CH2:20][CH3:21])=[O:18])[CH2:13][CH2:12]2)=[N:3][CH:4]=[CH:5][CH:6]=1)([O-:10])=[O:9]. The catalyst class is: 51. (2) Reactant: [C:1](Cl)(=[O:3])[CH3:2].C(N(CC)CC)C.[Cl:12][C:13]1[N:18]=[C:17]([N:19]2[CH2:24][CH2:23][CH2:22][C@@H:21]([NH2:25])[CH2:20]2)[CH:16]=[C:15]([CH2:26][CH2:27][CH3:28])[N:14]=1.O. Product: [Cl:12][C:13]1[N:18]=[C:17]([N:19]2[CH2:24][CH2:23][CH2:22][C@@H:21]([NH:25][C:1](=[O:3])[CH3:2])[CH2:20]2)[CH:16]=[C:15]([CH2:26][CH2:27][CH3:28])[N:14]=1. The catalyst class is: 4. (3) Reactant: [CH:1]1([NH2:6])[CH2:5][CH2:4][CH2:3][CH2:2]1.[CH2:7]=[C:8]1[O:12][C:10](=[O:11])[CH2:9]1. Product: [CH:1]1([NH:6][C:10](=[O:11])[CH2:9][C:8](=[O:12])[CH3:7])[CH2:5][CH2:4][CH2:3][CH2:2]1. The catalyst class is: 7. (4) Reactant: [Br:1][C:2]1[CH:37]=[CH:36][C:5]([CH2:6][N:7]2[C:11](=[O:12])[N:10]([CH2:13][CH3:14])[C:9]([CH2:15][CH2:16][CH2:17][C:18]3[CH:23]=[CH:22][C:21]([C:24]4[CH:29]=[CH:28][CH:27]=[C:26]([CH2:30][C:31]([O:33]CC)=[O:32])[CH:25]=4)=[CH:20][CH:19]=3)=[N:8]2)=[CH:4][CH:3]=1.O.[Li+].[OH-]. Product: [Br:1][C:2]1[CH:3]=[CH:4][C:5]([CH2:6][N:7]2[C:11](=[O:12])[N:10]([CH2:13][CH3:14])[C:9]([CH2:15][CH2:16][CH2:17][C:18]3[CH:23]=[CH:22][C:21]([C:24]4[CH:29]=[CH:28][CH:27]=[C:26]([CH2:30][C:31]([OH:33])=[O:32])[CH:25]=4)=[CH:20][CH:19]=3)=[N:8]2)=[CH:36][CH:37]=1. The catalyst class is: 36. (5) Reactant: [F:1][C:2]1[CH:3]=[CH:4][C:5]([CH:8](O)[CH3:9])=[N:6][CH:7]=1.C(N(CC)CC)C.CS(Cl)(=O)=O.[N-:23]=[N+:24]=[N-:25].[Na+]. Product: [N:23]([CH:8]([C:5]1[CH:4]=[CH:3][C:2]([F:1])=[CH:7][N:6]=1)[CH3:9])=[N+:24]=[N-:25]. The catalyst class is: 34. (6) Reactant: [Cl:1][C:2]1[CH:3]=[C:4]([C:14]2([OH:21])[CH2:17][CH:16]([C:18](O)=[O:19])[CH2:15]2)[CH:5]=[CH:6][C:7]=1[CH2:8][N:9]1[CH2:13][CH2:12][CH2:11][CH2:10]1.[CH3:22][NH:23][CH3:24].C1COCC1.C(P1(=O)OP(CCC)(=O)OP(CCC)(=O)O1)CC.[OH-].[Na+]. Product: [CH3:22][N:23]([CH3:24])[C:18]([CH:16]1[CH2:17][C:14]([C:4]2[CH:5]=[CH:6][C:7]([CH2:8][N:9]3[CH2:13][CH2:12][CH2:11][CH2:10]3)=[C:2]([Cl:1])[CH:3]=2)([OH:21])[CH2:15]1)=[O:19]. The catalyst class is: 25.